Dataset: Peptide-MHC class II binding affinity with 134,281 pairs from IEDB. Task: Regression. Given a peptide amino acid sequence and an MHC pseudo amino acid sequence, predict their binding affinity value. This is MHC class II binding data. (1) The peptide sequence is LQGPFNFRFLTEKGM. The MHC is DRB1_1101 with pseudo-sequence DRB1_1101. The binding affinity (normalized) is 0.426. (2) The peptide sequence is FIFFLLLAGRSCSDG. The MHC is DRB5_0101 with pseudo-sequence DRB5_0101. The binding affinity (normalized) is 0.295. (3) The peptide sequence is GPKDNGGACGYKDVD. The MHC is DRB1_0802 with pseudo-sequence DRB1_0802. The binding affinity (normalized) is 0. (4) The peptide sequence is GLFGGLNWITKVIMG. The MHC is HLA-DQA10201-DQB10303 with pseudo-sequence HLA-DQA10201-DQB10303. The binding affinity (normalized) is 0. (5) The peptide sequence is LSLAVSSAVPTSWVP. The MHC is HLA-DQA10501-DQB10402 with pseudo-sequence HLA-DQA10501-DQB10402. The binding affinity (normalized) is 0.280. (6) The peptide sequence is GELQIVDKIDVAFKI. The binding affinity (normalized) is 0.599. The MHC is DRB1_0701 with pseudo-sequence DRB1_0701.